Dataset: Reaction yield outcomes from USPTO patents with 853,638 reactions. Task: Predict the reaction yield, written as a fraction of the theoretical maximum amount of product (1.0 means a 100% yield; for example, 0.34 means a 34% yield). (1) The reactants are [Cl:1][C:2]1[CH:3]=[C:4]([NH:8][C:9]2[N:14]=[C:13]([C:15]3[CH:20]=[CH:19][N:18]=[C:17]([C:21](OCC)=[O:22])[CH:16]=3)[CH:12]=[CH:11][N:10]=2)[CH:5]=[CH:6][CH:7]=1.[BH4-].[Na+].O. The catalyst is CO. The product is [Cl:1][C:2]1[CH:3]=[C:4]([NH:8][C:9]2[N:14]=[C:13]([C:15]3[CH:20]=[CH:19][N:18]=[C:17]([CH2:21][OH:22])[CH:16]=3)[CH:12]=[CH:11][N:10]=2)[CH:5]=[CH:6][CH:7]=1. The yield is 0.850. (2) The reactants are [C:1]([N:8]1[CH2:15][C:14]([F:17])([F:16])[CH2:13][C@H:9]1[C:10]([OH:12])=[O:11])([O:3][C:4]([CH3:7])(C)C)=[O:2].C(O)(C(F)(F)F)=O.C(Cl)Cl.C(Cl)(OCC1[C:44]2[C:39](=[CH:40][CH:41]=[CH:42][CH:43]=2)[C:38]2[C:33]1=[CH:34][CH:35]=[CH:36][CH:37]=2)=O. The catalyst is O1CCOCC1.O. The product is [C:1]([N:8]1[CH2:15][C:14]([F:16])([F:17])[CH2:13][C@H:9]1[C:10]([OH:12])=[O:11])([O:3][CH2:4][CH:7]1[C:37]2[C:38](=[CH:33][CH:34]=[CH:35][CH:36]=2)[C:39]2[C:44]1=[CH:43][CH:42]=[CH:41][CH:40]=2)=[O:2]. The yield is 0.880. (3) The reactants are [N+:1]([C:4]1[CH:5]=[C:6]([CH:10]=[CH:11][CH:12]=1)[C:7](Cl)=[O:8])([O-:3])=[O:2].[NH2:13][C:14]1[CH:15]=[N:16][CH:17]=[CH:18][C:19]=1[OH:20].C([O-])([O-])=O.[Na+].[Na+]. The catalyst is N1C=CC=CC=1. The product is [OH:20][C:19]1[CH:18]=[CH:17][N:16]=[CH:15][C:14]=1[NH:13][C:7](=[O:8])[C:6]1[CH:10]=[CH:11][CH:12]=[C:4]([N+:1]([O-:3])=[O:2])[CH:5]=1. The yield is 0.660.